From a dataset of Forward reaction prediction with 1.9M reactions from USPTO patents (1976-2016). Predict the product of the given reaction. (1) Given the reactants [CH3:1][C:2]1[CH:7]=[C:6]([N:8]2[CH2:12][CH2:11][CH:10]([N:13]3[CH2:17][CH2:16][CH2:15][CH:14]3[CH3:18])[CH2:9]2)[CH:5]=[CH:4][C:3]=1[NH2:19].[O:20]=[C:21]1[NH:26][CH:25]=[C:24]([C:27]2[CH:35]=[CH:34][C:30]([C:31](O)=[O:32])=[CH:29][CH:28]=2)[CH:23]=[CH:22]1, predict the reaction product. The product is: [CH3:1][C:2]1[CH:7]=[C:6]([N:8]2[CH2:12][CH2:11][CH:10]([N:13]3[CH2:17][CH2:16][CH2:15][CH:14]3[CH3:18])[CH2:9]2)[CH:5]=[CH:4][C:3]=1[NH:19][C:31](=[O:32])[C:30]1[CH:29]=[CH:28][C:27]([C:24]2[CH:23]=[CH:22][C:21](=[O:20])[NH:26][CH:25]=2)=[CH:35][CH:34]=1. (2) Given the reactants [CH3:1][C:2]1[NH:3][C:4]([CH3:8])=[C:5]([CH3:7])[N:6]=1.Br[CH2:10][C:11]1[C:20]2[C:15](=[C:16]([F:22])[C:17]([F:21])=[CH:18][CH:19]=2)[NH:14][C:13](=[O:23])[CH:12]=1, predict the reaction product. The product is: [F:21][C:17]1[C:16]([F:22])=[C:15]2[C:20]([C:11]([CH2:10][N:3]3[C:4]([CH3:8])=[C:5]([CH3:7])[N:6]=[C:2]3[CH3:1])=[CH:12][C:13](=[O:23])[NH:14]2)=[CH:19][CH:18]=1. (3) Given the reactants [CH3:1][O-:2].[Na+].[CH2:4]([OH:8])[CH:5]([OH:7])[CH3:6].[CH3:9][OH:10].CO, predict the reaction product. The product is: [CH2:4]([OH:8])[CH:5]([OH:7])[CH3:6].[C:4](=[O:8])([O:10][CH3:9])[O:2][CH3:1]. (4) Given the reactants Cl.Cl.Cl.[O:4]1[C:8]2=[C:9]([N:13]3[CH2:18][CH2:17][N:16]([CH2:19][CH2:20][C@H:21]4[CH2:26][CH2:25][C@H:24]([NH2:27])[CH2:23][CH2:22]4)[CH2:15][CH2:14]3)[N:10]=[CH:11][CH:12]=[C:7]2[CH2:6][CH2:5]1.[CH3:28][O:29][CH2:30][CH2:31][C:32](O)=[O:33], predict the reaction product. The product is: [O:4]1[C:8]2=[C:9]([N:13]3[CH2:18][CH2:17][N:16]([CH2:19][CH2:20][C@H:21]4[CH2:26][CH2:25][C@H:24]([NH:27][C:32](=[O:33])[CH2:31][CH2:30][O:29][CH3:28])[CH2:23][CH2:22]4)[CH2:15][CH2:14]3)[N:10]=[CH:11][CH:12]=[C:7]2[CH2:6][CH2:5]1. (5) Given the reactants [F:1][C:2]1[CH:7]=[CH:6][CH:5]=[CH:4][C:3]=1[N:8]1[C:12]([C:13]2[CH:18]=[CH:17][N:16]=[CH:15][CH:14]=2)=[C:11]([C:19]2[O:23][N:22]=[C:21]([C:24]3[CH:25]=[C:26]([CH:29]=[CH:30][CH:31]=3)[CH:27]=O)[N:20]=2)[N:10]=[N:9]1.[CH3:32][O:33][CH2:34][CH2:35][NH2:36], predict the reaction product. The product is: [F:1][C:2]1[CH:7]=[CH:6][CH:5]=[CH:4][C:3]=1[N:8]1[C:12]([C:13]2[CH:14]=[CH:15][N:16]=[CH:17][CH:18]=2)=[C:11]([C:19]2[O:23][N:22]=[C:21]([C:24]3[CH:25]=[C:26]([CH:29]=[CH:30][CH:31]=3)[CH2:27][NH:36][CH2:35][CH2:34][O:33][CH3:32])[N:20]=2)[N:10]=[N:9]1. (6) Given the reactants C[O:2][C:3](=O)[C:4]([I:8])=[CH:5]OC.[NH:10]1[C:14]2[CH:15]=[CH:16][CH:17]=[CH:18][C:13]=2[N:12]=[C:11]1[NH2:19].C[O-].[Na+], predict the reaction product. The product is: [I:8][C:4]1[C:3](=[O:2])[N:19]=[C:11]2[NH:12][C:13]3[CH:18]=[CH:17][CH:16]=[CH:15][C:14]=3[N:10]2[CH:5]=1. (7) The product is: [N:51]1([C:25]([C:10]2[CH:11]=[C:12]([C:14]([NH:15][CH2:16][C:17]3[CH:18]=[N:19][C:20]([CH3:23])=[N:21][CH:22]=3)=[O:24])[CH:13]=[C:8]([C:5]3[CH:6]=[CH:7][C:2]([CH3:1])=[CH:3][CH:4]=3)[CH:9]=2)=[O:26])[CH2:57][CH2:56][CH2:55][CH2:54][CH2:53][CH2:52]1. Given the reactants [CH3:1][C:2]1[CH:7]=[CH:6][C:5]([C:8]2[CH:13]=[C:12]([C:14](=[O:24])[NH:15][CH2:16][C:17]3[CH:18]=[N:19][C:20]([CH3:23])=[N:21][CH:22]=3)[CH:11]=[C:10]([C:25](O)=[O:26])[CH:9]=2)=[CH:4][CH:3]=1.Cl.CN(C)CCCN=C=NCC.O.ON1C2C=CC=CC=2N=N1.[NH:51]1[CH2:57][CH2:56][CH2:55][CH2:54][CH2:53][CH2:52]1.C(N(CC)C(C)C)(C)C, predict the reaction product.